From a dataset of Reaction yield outcomes from USPTO patents with 853,638 reactions. Predict the reaction yield, written as a fraction of the theoretical maximum amount of product (1.0 means a 100% yield; for example, 0.34 means a 34% yield). (1) The reactants are [CH3:1][C:2]1[CH:7]=[CH:6][CH:5]=[C:4]([CH3:8])[C:3]=1[C:9]1[C:14]2[CH2:15][CH:16]([CH2:18][N:19]=[N+]=[N-])[O:17][C:13]=2[CH:12]=[CH:11][CH:10]=1. The yield is 0.930. The catalyst is [Pd]. The product is [CH3:1][C:2]1[CH:7]=[CH:6][CH:5]=[C:4]([CH3:8])[C:3]=1[C:9]1[C:14]2[CH2:15][CH:16]([CH2:18][NH2:19])[O:17][C:13]=2[CH:12]=[CH:11][CH:10]=1. (2) The reactants are [H-].[Na+].[Br:3][C:4]1[CH:5]=[CH:6][C:7](=[O:10])[NH:8][CH:9]=1.[CH3:11]I. The catalyst is C1COCC1. The product is [Br:3][C:4]1[CH:5]=[CH:6][C:7](=[O:10])[N:8]([CH3:11])[CH:9]=1. The yield is 0.968. (3) The reactants are [Br:1][C:2]1[C:3]([F:12])=[C:4]2[C:10]([NH2:11])=[CH:9][NH:8][C:5]2=[N:6][CH:7]=1.[CH3:13][C:14]1[C:15]([C:20](O)=[O:21])=[N:16][CH:17]=[CH:18][CH:19]=1.O=C1N(P(Cl)(N2CCOC2=O)=O)CCO1.C(N(CC)CC)C. The catalyst is C(Cl)Cl. The product is [Br:1][C:2]1[C:3]([F:12])=[C:4]2[C:10]([NH:11][C:20](=[O:21])[C:15]3[C:14]([CH3:13])=[CH:19][CH:18]=[CH:17][N:16]=3)=[CH:9][NH:8][C:5]2=[N:6][CH:7]=1. The yield is 0.650.